Dataset: Forward reaction prediction with 1.9M reactions from USPTO patents (1976-2016). Task: Predict the product of the given reaction. (1) The product is: [CH3:28][C:29]1([CH3:36])[O:34][CH2:33][CH:32]([N:23]2[CH2:22][CH2:21][C:20]3[CH:26]=[CH:27][C:17]([C:14]4[N:13]=[C:12]([C:7]5[CH:8]=[C:9]([C:10]#[N:11])[C:4]([O:3][CH2:1][CH3:2])=[N:5][CH:6]=5)[O:16][N:15]=4)=[CH:18][C:19]=3[CH2:25][CH2:24]2)[CH2:31][O:30]1. Given the reactants [CH2:1]([O:3][C:4]1[C:9]([C:10]#[N:11])=[CH:8][C:7]([C:12]2[O:16][N:15]=[C:14]([C:17]3[CH:27]=[CH:26][C:20]4[CH2:21][CH2:22][NH:23][CH2:24][CH2:25][C:19]=4[CH:18]=3)[N:13]=2)=[CH:6][N:5]=1)[CH3:2].[CH3:28][C:29]1([CH3:36])[O:34][CH2:33][C:32](=O)[CH2:31][O:30]1.C(O[BH-](OC(=O)C)OC(=O)C)(=O)C.[Na+], predict the reaction product. (2) Given the reactants [C:1](=[O:4])([O-])[O-].[Cs+].[Cs+].Br[C:8]1[CH:9]=[C:10]([CH:13]=[CH:14][C:15]=1[CH:16]1[NH:21][C:20](=O)[N:19]([C:23]2[CH:28]=[CH:27][CH:26]=[C:25]([C:29]([F:32])([F:31])[F:30])[CH:24]=2)[C:18]2[CH2:33][CH2:34][NH:35][C:36](=[O:37])[C:17]1=2)[C:11]#[N:12].CC1(C)OB([C:44]2[O:48][C:47]([Si](C(C)C)(C(C)C)C(C)C)=[N:46][CH:45]=2)OC1(C)C.FC(F)(F)C(O)=O, predict the reaction product. The product is: [CH3:20][N:21]1[CH:16]([C:15]2[CH:8]=[CH:9][C:10]([C:11]#[N:12])=[CH:13][C:14]=2[C:44]2[O:48][CH:47]=[N:46][CH:45]=2)[C:17]2[C:36](=[O:37])[NH:35][CH2:34][CH2:33][C:18]=2[N:19]([C:23]2[CH:28]=[CH:27][CH:26]=[C:25]([C:29]([F:31])([F:30])[F:32])[CH:24]=2)[C:1]1=[O:4]. (3) Given the reactants [Br:1][C:2]1[S:13][C:5]2=[N:6][C:7]([Cl:12])=[C:8]([CH:10]=[O:11])[CH:9]=[C:4]2[CH:3]=1.[CH3:14][Mg]Cl, predict the reaction product. The product is: [Br:1][C:2]1[S:13][C:5]2=[N:6][C:7]([Cl:12])=[C:8]([CH:10]([OH:11])[CH3:14])[CH:9]=[C:4]2[CH:3]=1.